This data is from Forward reaction prediction with 1.9M reactions from USPTO patents (1976-2016). The task is: Predict the product of the given reaction. Given the reactants FC1C=CC(NC(=O)NC2C=CC(C3C=C4C(CN([C@@H](C(C)C)C(O)=O)C4=O)=CC=3)=CC=2)=CC=1.[Cl:35][C:36]1[CH:37]=[CH:38][C:39]([O:70][C:71]2[CH:76]=[CH:75][CH:74]=[CH:73][CH:72]=2)=[C:40]([NH:42][C:43](=[O:69])[NH:44][C:45]2[CH:50]=[CH:49][C:48]([C:51]3[CH:59]=[C:58]4[C:54]([CH2:55][N:56]([C@@H:61]([CH:66]([CH3:68])[CH3:67])[C:62]([O:64]C)=[O:63])[C:57]4=[O:60])=[CH:53][CH:52]=3)=[CH:47][CH:46]=2)[CH:41]=1, predict the reaction product. The product is: [Cl:35][C:36]1[CH:37]=[CH:38][C:39]([O:70][C:71]2[CH:72]=[CH:73][CH:74]=[CH:75][CH:76]=2)=[C:40]([NH:42][C:43](=[O:69])[NH:44][C:45]2[CH:46]=[CH:47][C:48]([C:51]3[CH:59]=[C:58]4[C:54]([CH2:55][N:56]([C@@H:61]([CH:66]([CH3:68])[CH3:67])[C:62]([OH:64])=[O:63])[C:57]4=[O:60])=[CH:53][CH:52]=3)=[CH:49][CH:50]=2)[CH:41]=1.